This data is from Orexin1 receptor HTS with 218,158 compounds and 233 confirmed actives. The task is: Binary Classification. Given a drug SMILES string, predict its activity (active/inactive) in a high-throughput screening assay against a specified biological target. (1) The compound is O=c1n(n(c(c1N\C=C1\C(=O)N(CCc2ccccc2)C(=O)NC1=O)C)C)c1ccccc1. The result is 0 (inactive). (2) The drug is Brc1c(O)c(C(=O)NCC(CN(C)C)(C)C)cc(Br)c1. The result is 0 (inactive). (3) The molecule is S(=O)(=O)(NCc1occc1)c1cc(NC(=O)c2c3c(nc(c2)c2ccc(F)cc2)cccc3)ccc1. The result is 1 (active). (4) The compound is Clc1cc(N2CCN(CC2)CC(O)COc2ccc(NC(=O)C)cc2)ccc1. The result is 0 (inactive). (5) The compound is S=C(NCc1ccc(cc1)C)Nc1c(cc(OC(F)F)cc1)C. The result is 0 (inactive). (6) The result is 1 (active). The molecule is s1c2c(nc1NC(=O)c1c(OC)cccc1)cc1OCCOc1c2.